From a dataset of Reaction yield outcomes from USPTO patents with 853,638 reactions. Predict the reaction yield, written as a fraction of the theoretical maximum amount of product (1.0 means a 100% yield; for example, 0.34 means a 34% yield). (1) The reactants are C([S:4][CH:5]1[CH2:8][N:7]([C:9]2[S:10][CH:11]=[C:12]([C:14]#[N:15])[N:13]=2)[CH2:6]1)(=O)C.C(O)(=O)C.NN.C1(P(O[C:37]2[C@H:38]([CH3:61])[C@H:39]3[C@@H:56]([C@H:57]([OH:59])[CH3:58])[C:55](=[O:60])[N:40]3[C:41]=2[C:42]([O:44][CH2:45][C:46]2[CH:51]=[CH:50][C:49]([N+:52]([O-:54])=[O:53])=[CH:48][CH:47]=2)=[O:43])(C2C=CC=CC=2)=O)C=CC=CC=1.C(N(C(C)C)CC)(C)C.C(=O)([O-])O.[Na+]. The catalyst is CN(C)C=O.C(#N)C.C(OCC)(=O)C. The product is [C:14]([C:12]1[N:13]=[C:9]([N:7]2[CH2:8][CH:5]([S:4][C:37]3[C@H:38]([CH3:61])[C@@H:39]4[C@@H:56]([C@H:57]([OH:59])[CH3:58])[C:55](=[O:60])[N:40]4[C:41]=3[C:42]([O:44][CH2:45][C:46]3[CH:47]=[CH:48][C:49]([N+:52]([O-:54])=[O:53])=[CH:50][CH:51]=3)=[O:43])[CH2:6]2)[S:10][CH:11]=1)#[N:15]. The yield is 0.960. (2) The reactants are [F:1][C:2]1[CH:7]=[C:6](I)[CH:5]=[CH:4][C:3]=1[N:9]1[CH:14]=[C:13]([O:15][CH3:16])[C:12](=[O:17])[C:11]([C:18]2[N:22]([C:23]3[CH:28]=[CH:27][CH:26]=[CH:25][CH:24]=3)[N:21]=[CH:20][CH:19]=2)=[N:10]1.[CH3:29][C:30]1([CH3:36])[O:34][C:33](=[O:35])[NH:32][CH2:31]1.N[C@@H]1CCCC[C@H]1N.[O-]P([O-])([O-])=O.[K+].[K+].[K+].C([O-])(O)=O.[Na+]. The catalyst is O1CCOCC1.[Cu]I. The product is [CH3:29][C:30]1([CH3:36])[O:34][C:33](=[O:35])[N:32]([C:6]2[CH:5]=[CH:4][C:3]([N:9]3[CH:14]=[C:13]([O:15][CH3:16])[C:12](=[O:17])[C:11]([C:18]4[N:22]([C:23]5[CH:28]=[CH:27][CH:26]=[CH:25][CH:24]=5)[N:21]=[CH:20][CH:19]=4)=[N:10]3)=[C:2]([F:1])[CH:7]=2)[CH2:31]1. The yield is 0.660.